From a dataset of Peptide-MHC class I binding affinity with 185,985 pairs from IEDB/IMGT. Regression. Given a peptide amino acid sequence and an MHC pseudo amino acid sequence, predict their binding affinity value. This is MHC class I binding data. (1) The peptide sequence is QALSPRTLNAW. The MHC is HLA-A24:02 with pseudo-sequence HLA-A24:02. The binding affinity (normalized) is 0.0671. (2) The peptide sequence is LQMNSLRAEDT. The MHC is HLA-A02:06 with pseudo-sequence HLA-A02:06. The binding affinity (normalized) is 0.264. (3) The peptide sequence is RLGYILEDI. The MHC is HLA-A32:01 with pseudo-sequence HLA-A32:01. The binding affinity (normalized) is 0.179. (4) The peptide sequence is TPVMSRFAA. The MHC is HLA-B07:02 with pseudo-sequence HLA-B07:02. The binding affinity (normalized) is 0.641. (5) The MHC is Mamu-B03 with pseudo-sequence Mamu-B03. The binding affinity (normalized) is 0.134. The peptide sequence is RPKQAWCWFGG. (6) The peptide sequence is VDFKTPGTY. The MHC is HLA-B27:03 with pseudo-sequence HLA-B27:03. The binding affinity (normalized) is 0.0847.